From a dataset of Full USPTO retrosynthesis dataset with 1.9M reactions from patents (1976-2016). Predict the reactants needed to synthesize the given product. (1) The reactants are: [CH3:1][C:2]1[CH:10]=[CH:9][C:5]([C:6](O)=[O:7])=[CH:4][C:3]=1[S:11](=[O:14])(=[O:13])[NH2:12].S(Cl)([Cl:17])=O. Given the product [CH3:1][C:2]1[CH:10]=[CH:9][C:5]([C:6]([Cl:17])=[O:7])=[CH:4][C:3]=1[S:11](=[O:14])(=[O:13])[NH2:12], predict the reactants needed to synthesize it. (2) Given the product [C:1]([C:3]1[CH:4]=[CH:5][C:6]2[O:11][CH2:10][C:9](=[O:12])[N:8]([CH2:13][CH2:14][N:15]3[CH2:16][CH2:17][CH:18]([NH:21][C:22](=[O:28])[O:23][C:24]([CH3:25])([CH3:26])[CH3:27])[CH2:19][C:20]3=[O:31])[C:7]=2[CH:29]=1)#[N:2], predict the reactants needed to synthesize it. The reactants are: [C:1]([C:3]1[CH:4]=[CH:5][C:6]2[O:11][CH2:10][C:9](=[O:12])[N:8]([CH2:13][CH2:14][N:15]3[CH2:20][CH2:19][CH:18]([NH:21][C:22](=[O:28])[O:23][C:24]([CH3:27])([CH3:26])[CH3:25])[CH2:17][CH2:16]3)[C:7]=2[CH:29]=1)#[N:2].I([O-])(=O)(=O)=[O:31].[Na+].COC1C=CC2OCC(=O)N(CCN3CCC(NC(=O)OC(C)(C)C)CC3=O)C=2C=1. (3) Given the product [Br:1][C:23]1[C:22]([C:24]2[CH:29]=[CH:28][CH:27]=[CH:26][CH:25]=2)=[N:21][N:14]2[C:15]([Si:17]([CH3:20])([CH3:19])[CH3:18])=[CH:16][C:11]([O:10][CH3:9])=[CH:12][C:13]=12, predict the reactants needed to synthesize it. The reactants are: [Br:1]N1C(=O)CCC1=O.[CH3:9][O:10][C:11]1[CH:16]=[C:15]([Si:17]([CH3:20])([CH3:19])[CH3:18])[N:14]2[N:21]=[C:22]([C:24]3[CH:29]=[CH:28][CH:27]=[CH:26][CH:25]=3)[CH:23]=[C:13]2[CH:12]=1.C(=O)(O)[O-].[Na+].